Task: Predict the reaction yield, written as a fraction of the theoretical maximum amount of product (1.0 means a 100% yield; for example, 0.34 means a 34% yield).. Dataset: Reaction yield outcomes from USPTO patents with 853,638 reactions The reactants are [Cl:1][C:2]1[CH:3]=[C:4]([C:8]#[CH:9])[CH:5]=[CH:6][CH:7]=1.[C:10]([O:14][C:15]([N:17]1[CH2:22][CH2:21][NH:20][CH2:19][CH2:18]1)=[O:16])([CH3:13])([CH3:12])[CH3:11].[CH:23](=O)[CH2:24][CH3:25]. The catalyst is [Au](Br)(Br)Br. The product is [C:10]([O:14][C:15]([N:17]1[CH2:22][CH2:21][N:20]([CH:23]([CH2:24][CH3:25])[C:9]#[C:8][C:4]2[CH:5]=[CH:6][CH:7]=[C:2]([Cl:1])[CH:3]=2)[CH2:19][CH2:18]1)=[O:16])([CH3:13])([CH3:11])[CH3:12]. The yield is 0.0300.